This data is from NCI-60 drug combinations with 297,098 pairs across 59 cell lines. The task is: Regression. Given two drug SMILES strings and cell line genomic features, predict the synergy score measuring deviation from expected non-interaction effect. (1) Drug 2: CCC1(C2=C(COC1=O)C(=O)N3CC4=CC5=C(C=CC(=C5CN(C)C)O)N=C4C3=C2)O.Cl. Cell line: SR. Synergy scores: CSS=60.9, Synergy_ZIP=-4.03, Synergy_Bliss=-4.32, Synergy_Loewe=-2.58, Synergy_HSA=0.392. Drug 1: C1=NC2=C(N1)C(=S)N=CN2. (2) Drug 1: CCCCC(=O)OCC(=O)C1(CC(C2=C(C1)C(=C3C(=C2O)C(=O)C4=C(C3=O)C=CC=C4OC)O)OC5CC(C(C(O5)C)O)NC(=O)C(F)(F)F)O. Drug 2: CN(C(=O)NC(C=O)C(C(C(CO)O)O)O)N=O. Cell line: IGROV1. Synergy scores: CSS=21.2, Synergy_ZIP=-9.39, Synergy_Bliss=-6.93, Synergy_Loewe=-31.3, Synergy_HSA=-7.68. (3) Drug 1: CCC1(CC2CC(C3=C(CCN(C2)C1)C4=CC=CC=C4N3)(C5=C(C=C6C(=C5)C78CCN9C7C(C=CC9)(C(C(C8N6C=O)(C(=O)OC)O)OC(=O)C)CC)OC)C(=O)OC)O.OS(=O)(=O)O. Drug 2: CC=C1C(=O)NC(C(=O)OC2CC(=O)NC(C(=O)NC(CSSCCC=C2)C(=O)N1)C(C)C)C(C)C. Cell line: NCI/ADR-RES. Synergy scores: CSS=6.09, Synergy_ZIP=-3.31, Synergy_Bliss=-3.56, Synergy_Loewe=1.98, Synergy_HSA=-1.69. (4) Drug 1: CCC1(CC2CC(C3=C(CCN(C2)C1)C4=CC=CC=C4N3)(C5=C(C=C6C(=C5)C78CCN9C7C(C=CC9)(C(C(C8N6C)(C(=O)OC)O)OC(=O)C)CC)OC)C(=O)OC)O.OS(=O)(=O)O. Drug 2: CN(CC1=CN=C2C(=N1)C(=NC(=N2)N)N)C3=CC=C(C=C3)C(=O)NC(CCC(=O)O)C(=O)O. Cell line: 786-0. Synergy scores: CSS=54.4, Synergy_ZIP=2.83, Synergy_Bliss=-0.695, Synergy_Loewe=-20.4, Synergy_HSA=-1.71. (5) Drug 1: C1CC(=O)NC(=O)C1N2CC3=C(C2=O)C=CC=C3N. Cell line: OVCAR3. Drug 2: CN1C2=C(C=C(C=C2)N(CCCl)CCCl)N=C1CCCC(=O)O.Cl. Synergy scores: CSS=0.592, Synergy_ZIP=-2.76, Synergy_Bliss=-4.95, Synergy_Loewe=-7.09, Synergy_HSA=-5.72. (6) Drug 1: COCCOC1=C(C=C2C(=C1)C(=NC=N2)NC3=CC=CC(=C3)C#C)OCCOC. Drug 2: CC(C)(C#N)C1=CC=C(C=C1)N2C3=C4C=C(C=CC4=NC=C3N(C2=O)C)C5=CC6=CC=CC=C6N=C5. Cell line: HCT116. Synergy scores: CSS=61.9, Synergy_ZIP=5.82, Synergy_Bliss=5.77, Synergy_Loewe=4.44, Synergy_HSA=9.06. (7) Drug 1: CC(C1=C(C=CC(=C1Cl)F)Cl)OC2=C(N=CC(=C2)C3=CN(N=C3)C4CCNCC4)N. Drug 2: C1CCC(C(C1)N)N.C(=O)(C(=O)[O-])[O-].[Pt+4]. Cell line: SN12C. Synergy scores: CSS=10.7, Synergy_ZIP=-2.43, Synergy_Bliss=2.54, Synergy_Loewe=4.20, Synergy_HSA=4.69. (8) Drug 1: C1=CN(C(=O)N=C1N)C2C(C(C(O2)CO)O)O.Cl. Drug 2: C1=NNC2=C1C(=O)NC=N2. Cell line: SN12C. Synergy scores: CSS=7.44, Synergy_ZIP=-5.70, Synergy_Bliss=1.27, Synergy_Loewe=-14.3, Synergy_HSA=-0.716. (9) Drug 1: CC1=C2C(C(=O)C3(C(CC4C(C3C(C(C2(C)C)(CC1OC(=O)C(C(C5=CC=CC=C5)NC(=O)C6=CC=CC=C6)O)O)OC(=O)C7=CC=CC=C7)(CO4)OC(=O)C)O)C)OC(=O)C. Drug 2: CN1C2=C(C=C(C=C2)N(CCCl)CCCl)N=C1CCCC(=O)O.Cl. Cell line: NCI-H226. Synergy scores: CSS=17.2, Synergy_ZIP=-4.01, Synergy_Bliss=0.796, Synergy_Loewe=-48.5, Synergy_HSA=1.66.